The task is: Predict the reaction yield, written as a fraction of the theoretical maximum amount of product (1.0 means a 100% yield; for example, 0.34 means a 34% yield).. This data is from Reaction yield outcomes from USPTO patents with 853,638 reactions. (1) The reactants are [CH2:1]([O:5][C:6]1[CH:10]=[C:9]([CH2:11][CH2:12][S:13]([NH2:16])(=[O:15])=[O:14])[N:8]([CH2:17][C:18]2[CH:23]=[CH:22][C:21]([Cl:24])=[CH:20][C:19]=2[Cl:25])[N:7]=1)[CH2:2][CH2:3][CH3:4].C(N(CC)C(C)C)(C)C.Cl[C:36]([O:38][CH2:39][CH:40]=[CH2:41])=[O:37]. The catalyst is CN(C)C1C=CN=CC=1.CN(C)C(=O)C. The product is [CH2:1]([O:5][C:6]1[CH:10]=[C:9]([CH2:11][CH2:12][S:13]([NH:16][C:36](=[O:37])[O:38][CH2:39][CH:40]=[CH2:41])(=[O:14])=[O:15])[N:8]([CH2:17][C:18]2[CH:23]=[CH:22][C:21]([Cl:24])=[CH:20][C:19]=2[Cl:25])[N:7]=1)[CH2:2][CH2:3][CH3:4]. The yield is 0.550. (2) The reactants are [CH3:1][C:2]1[CH:7]=[C:6](C(C)=O)[CH:5]=[CH:4][C:3]=1[Cl:11].[S].N1[CH2:18][CH2:17][O:16]CC1.[OH-:19].[K+]. The yield is 0.410. The product is [Cl:11][C:3]1[CH:4]=[CH:5][C:6]([CH2:18][C:17]([OH:16])=[O:19])=[CH:7][C:2]=1[CH3:1]. The catalyst is C(OCC)C.O. (3) The reactants are [Cl:1][C:2]1[NH:3][C:4]2[C:9]([C:10]=1[CH:11]=[O:12])=[CH:8][CH:7]=[CH:6][CH:5]=2.[CH3:13][C:14]1[CH:19]=[CH:18][C:17](B(O)O)=[CH:16][C:15]=1[N+:23]([O-:25])=[O:24]. No catalyst specified. The product is [Cl:1][C:2]1[N:3]([C:17]2[CH:18]=[CH:19][C:14]([CH3:13])=[C:15]([N+:23]([O-:25])=[O:24])[CH:16]=2)[C:4]2[C:9]([C:10]=1[CH:11]=[O:12])=[CH:8][CH:7]=[CH:6][CH:5]=2. The yield is 0.350. (4) The reactants are Br[CH2:2][CH2:3][C:4]1[CH:9]=[CH:8][C:7]([N+:10]([O-:12])=[O:11])=[CH:6][CH:5]=1.[NH:13]1[CH2:18][CH2:17][O:16][CH2:15][CH2:14]1. The catalyst is CO. The product is [N+:10]([C:7]1[CH:8]=[CH:9][C:4]([CH2:3][CH2:2][N:13]2[CH2:18][CH2:17][O:16][CH2:15][CH2:14]2)=[CH:5][CH:6]=1)([O-:12])=[O:11]. The yield is 0.980. (5) The reactants are [ClH:1].[F:2][C:3]1[C:12]2[C:7](=[CH:8][CH:9]=[CH:10][CH:11]=2)[C:6]([C@H:13]([NH:15]S(C(C)(C)C)=O)[CH3:14])=[CH:5][CH:4]=1. The catalyst is O1CCOCC1. The product is [ClH:1].[F:2][C:3]1[C:12]2[C:7](=[CH:8][CH:9]=[CH:10][CH:11]=2)[C:6]([C@H:13]([NH2:15])[CH3:14])=[CH:5][CH:4]=1. The yield is 0.700. (6) The reactants are [C:1]([C:5]1[CH:9]=[C:8](C(O)=O)[N:7](C(C)C)[N:6]=1)([CH3:4])([CH3:3])[CH3:2].C([N:18]([CH2:21]C)CC)C.C1(P(N=[N+]=[N-])([C:31]2[CH:36]=[CH:35]C=CC=2)=O)C=CC=CC=1.[Cl:40][C:41]([Cl:45])([Cl:44])[CH2:42][OH:43].[O:46]1CCOCC1. The catalyst is [Cl-].[Na+].O. The product is [C:1]([C:5]1[CH:9]=[C:8]([N:18]([CH:36]([CH3:35])[CH3:31])[C:21](=[O:46])[O:43][CH2:42][C:41]([Cl:45])([Cl:44])[Cl:40])[NH:7][N:6]=1)([CH3:2])([CH3:3])[CH3:4]. The yield is 0.310. (7) The reactants are [C:1]([O:5][C:6]([N:8]1[CH2:13][CH2:12][C@@H:11]([C:14](O)=[O:15])[C@H:10]([C:17]2[CH:22]=[CH:21][C:20]([F:23])=[CH:19][C:18]=2[CH3:24])[CH2:9]1)=[O:7])([CH3:4])([CH3:3])[CH3:2].[Cl:25][C:26]1[CH:27]=[C:28]([CH:33]2[CH2:37][CH2:36][CH2:35][NH:34]2)[CH:29]=[C:30]([Cl:32])[CH:31]=1.CCN=C=NCCCN(C)C.Cl.C1C=CC2N(O)N=NC=2C=1. The catalyst is CN(C=O)C.O.CCN(CC)CC. The product is [Cl:32][C:30]1[CH:29]=[C:28]([CH:33]2[CH2:37][CH2:36][CH2:35][N:34]2[C:14]([C@@H:11]2[CH2:12][CH2:13][N:8]([C:6]([O:5][C:1]([CH3:4])([CH3:2])[CH3:3])=[O:7])[CH2:9][C@H:10]2[C:17]2[CH:22]=[CH:21][C:20]([F:23])=[CH:19][C:18]=2[CH3:24])=[O:15])[CH:27]=[C:26]([Cl:25])[CH:31]=1. The yield is 0.210. (8) The reactants are [Br:1][C:2]1[CH:7]=[CH:6][C:5]([NH:8][C:9]([C:11]2[N:12](COCC[Si](C)(C)C)[CH:13]=[C:14]([C:16]#[N:17])[N:15]=2)=[O:10])=[C:4]([C:26]2[CH2:31][CH2:30][CH2:29][CH2:28][CH:27]=2)[CH:3]=1.CCO.C(O)(C(F)(F)F)=O.C(O)CC. The catalyst is C(Cl)Cl. The product is [Br:1][C:2]1[CH:7]=[CH:6][C:5]([NH:8][C:9]([C:11]2[NH:12][CH:13]=[C:14]([C:16]#[N:17])[N:15]=2)=[O:10])=[C:4]([C:26]2[CH2:31][CH2:30][CH2:29][CH2:28][CH:27]=2)[CH:3]=1. The yield is 0.960. (9) The reactants are [CH2:1]1[CH:10]2[N:5]([CH2:6][CH2:7][CH2:8][CH2:9]2)[CH2:4][CH:3]([CH2:11][OH:12])[CH2:2]1.C(N(CC)CC)C.[CH3:20][S:21](Cl)(=[O:23])=[O:22]. The catalyst is ClCCl. The product is [CH3:20][S:21]([O:12][CH2:11][CH:3]1[CH2:4][N:5]2[CH:10]([CH2:9][CH2:8][CH2:7][CH2:6]2)[CH2:1][CH2:2]1)(=[O:23])=[O:22]. The yield is 0.910.